From a dataset of NCI-60 drug combinations with 297,098 pairs across 59 cell lines. Regression. Given two drug SMILES strings and cell line genomic features, predict the synergy score measuring deviation from expected non-interaction effect. (1) Drug 1: C1=CC(=C2C(=C1NCCNCCO)C(=O)C3=C(C=CC(=C3C2=O)O)O)NCCNCCO. Drug 2: CCC(=C(C1=CC=CC=C1)C2=CC=C(C=C2)OCCN(C)C)C3=CC=CC=C3.C(C(=O)O)C(CC(=O)O)(C(=O)O)O. Cell line: NCIH23. Synergy scores: CSS=61.9, Synergy_ZIP=7.86, Synergy_Bliss=6.68, Synergy_Loewe=-29.5, Synergy_HSA=7.07. (2) Drug 1: CC1=C(C=C(C=C1)NC(=O)C2=CC=C(C=C2)CN3CCN(CC3)C)NC4=NC=CC(=N4)C5=CN=CC=C5. Drug 2: C1=NC(=NC(=O)N1C2C(C(C(O2)CO)O)O)N. Cell line: PC-3. Synergy scores: CSS=-2.11, Synergy_ZIP=-0.492, Synergy_Bliss=2.22, Synergy_Loewe=-13.2, Synergy_HSA=-5.68.